Dataset: Reaction yield outcomes from USPTO patents with 853,638 reactions. Task: Predict the reaction yield, written as a fraction of the theoretical maximum amount of product (1.0 means a 100% yield; for example, 0.34 means a 34% yield). (1) The reactants are [Br:1][C:2]1[C:3]([NH:10][C:11]2[C:16]([Cl:17])=[CH:15][N:14]=[C:13]([C:18]3[CH:23]=[CH:22][CH:21]=[CH:20][C:19]=3[CH:24]([OH:27])[CH:25]=[CH2:26])[N:12]=2)=[N:4][NH:5][C:6]=1[CH:7]1[CH2:9][CH2:8]1.[C:28](Cl)(=[O:30])[CH3:29]. The catalyst is C1COCC1. The product is [Br:1][C:2]1[C:3]([NH:10][C:11]2[C:16]([Cl:17])=[CH:15][N:14]=[C:13]([C:18]3[CH:23]=[CH:22][CH:21]=[CH:20][C:19]=3[CH:24]([OH:27])[CH:25]=[CH2:26])[N:12]=2)=[N:4][N:5]([C:28](=[O:30])[CH3:29])[C:6]=1[CH:7]1[CH2:9][CH2:8]1. The yield is 0.520. (2) The reactants are [C:1]([C:5]1[C:6]([OH:19])=[C:7]([CH:12]=[C:13](C(C)(C)C)[CH:14]=1)[C:8]([O:10][CH3:11])=[O:9])([CH3:4])([CH3:3])[CH3:2].[N+:20]([O-])([OH:22])=[O:21].O. The catalyst is C(O)(=O)C. The product is [C:1]([C:5]1[C:6]([OH:19])=[C:7]([CH:12]=[C:13]([N+:20]([O-:22])=[O:21])[CH:14]=1)[C:8]([O:10][CH3:11])=[O:9])([CH3:4])([CH3:3])[CH3:2]. The yield is 0.890. (3) The yield is 0.770. The reactants are Cl[C:2]1[N:3]=[C:4]2[C:10]3[CH:11]=[CH:12][CH:13]=[CH:14][C:9]=3[NH:8][C:7]3[N:15]=[CH:16][CH:17]=[CH:18][C:6]=3[N:5]2[C:19]=1[C:20]1[CH:25]=[CH:24][C:23]([C:26]2([NH:30][C:31](=[O:37])[O:32][C:33]([CH3:36])([CH3:35])[CH3:34])[CH2:29][CH2:28][CH2:27]2)=[CH:22][CH:21]=1.[C:38]([C:41]1[CH:42]=[C:43](B(O)O)[CH:44]=[CH:45][CH:46]=1)(=[O:40])[CH3:39].C([O-])([O-])=O.[Na+].[Na+]. The catalyst is CN(C=O)C.CCOC(C)=O.CC(P(C(C)(C)C)C1C=CC(N(C)C)=CC=1)(C)C.CC(P(C(C)(C)C)C1C=CC(N(C)C)=CC=1)(C)C.Cl[Pd]Cl. The product is [C:38]([C:41]1[CH:42]=[CH:43][C:44]([C:2]2[N:3]=[C:4]3[C:10]4[CH:11]=[CH:12][CH:13]=[CH:14][C:9]=4[NH:8][C:7]4[N:15]=[CH:16][CH:17]=[CH:18][C:6]=4[N:5]3[C:19]=2[C:20]2[CH:21]=[CH:22][C:23]([C:26]3([NH:30][C:31](=[O:37])[O:32][C:33]([CH3:36])([CH3:34])[CH3:35])[CH2:29][CH2:28][CH2:27]3)=[CH:24][CH:25]=2)=[CH:45][CH:46]=1)(=[O:40])[CH3:39]. (4) The reactants are I[C:2]1[CH:3]=[N:4][CH:5]=[CH:6][CH:7]=1.[CH3:8][O:9][C:10]1[CH:15]=[CH:14][CH:13]=[CH:12][C:11]=1B(O)O.C(=O)([O-])[O-].[Na+].[Na+]. The yield is 0.460. The product is [CH3:8][O:9][C:10]1[CH:15]=[CH:14][CH:13]=[CH:12][C:11]=1[C:2]1[CH:3]=[N:4][CH:5]=[CH:6][CH:7]=1. The catalyst is C1(C)C=CC=CC=1.CCO.C(OCC)(=O)C.[Pd].C1(P(C2C=CC=CC=2)C2C=CC=CC=2)C=CC=CC=1.C1(P(C2C=CC=CC=2)C2C=CC=CC=2)C=CC=CC=1.C1(P(C2C=CC=CC=2)C2C=CC=CC=2)C=CC=CC=1.C1(P(C2C=CC=CC=2)C2C=CC=CC=2)C=CC=CC=1. (5) The reactants are [C:1]([C:4]1[C:22](=[O:23])[C@@:8]2([CH3:24])[C:9]3[C:15]([OH:16])=[CH:14][C:13]([O:17][CH3:18])=[C:12]([C:19]([NH2:21])=[O:20])[C:10]=3[O:11][C:7]2=[CH:6][C:5]=1[OH:25])(=[O:3])[CH3:2].[F:26][C:27]1[CH:34]=[CH:33][C:30]([CH:31]=O)=[CH:29][CH:28]=1.C([SiH](CC)CC)C.FC(F)(F)C(O)=O. The catalyst is C1(C)C=CC=CC=1. The product is [C:1]([C:4]1[C:22](=[O:23])[C@@:8]2([CH3:24])[C:9]3[C:15]([OH:16])=[CH:14][C:13]([O:17][CH3:18])=[C:12]([C:19]([NH:21][CH2:31][C:30]4[CH:33]=[CH:34][C:27]([F:26])=[CH:28][CH:29]=4)=[O:20])[C:10]=3[O:11][C:7]2=[CH:6][C:5]=1[OH:25])(=[O:3])[CH3:2]. The yield is 0.460. (6) The reactants are Cl[C:2]1[N:3]=[N:4][C:5]([C:14]2[CH:19]=[CH:18][CH:17]=[CH:16][CH:15]=2)=[CH:6][C:7]=1[C:8]1[CH:13]=[CH:12][CH:11]=[CH:10][CH:9]=1.[N:20]1[CH:25]=[CH:24][CH:23]=[N:22][C:21]=1[N:26]1[CH2:31][CH2:30][NH:29][CH2:28][CH2:27]1. No catalyst specified. The product is [C:8]1([C:7]2[CH:6]=[C:5]([C:14]3[CH:19]=[CH:18][CH:17]=[CH:16][CH:15]=3)[N:4]=[N:3][C:2]=2[N:29]2[CH2:30][CH2:31][N:26]([C:21]3[N:20]=[CH:25][CH:24]=[CH:23][N:22]=3)[CH2:27][CH2:28]2)[CH:13]=[CH:12][CH:11]=[CH:10][CH:9]=1. The yield is 0.811. (7) The reactants are [NH2:1][C:2](=[O:35])[CH2:3][O:4][C:5]1[CH:6]=[C:7]2[C:12](=[CH:13][CH:14]=1)[C:11](=[O:15])[N:10]([CH2:16][CH:17]([CH3:19])[CH3:18])[C:9]([CH2:20][NH:21]C(=O)OC(C)(C)C)=[C:8]2[C:29]1[CH:34]=[CH:33][CH:32]=[CH:31][CH:30]=1.[ClH:36]. The catalyst is C(OCC)(=O)C. The product is [ClH:36].[NH2:21][CH2:20][C:9]1[N:10]([CH2:16][CH:17]([CH3:19])[CH3:18])[C:11](=[O:15])[C:12]2[C:7]([C:8]=1[C:29]1[CH:34]=[CH:33][CH:32]=[CH:31][CH:30]=1)=[CH:6][C:5]([O:4][CH2:3][C:2]([NH2:1])=[O:35])=[CH:14][CH:13]=2. The yield is 0.950. (8) The reactants are [C:1]([O:5][C:6](=[O:50])[NH:7][C:8]1([C:12]2[CH:17]=[CH:16][C:15]([C:18]3[N:22]4[C:23]5[CH:35]=[CH:34][CH:33]=[N:32][C:24]=5[NH:25][C:26]5[CH:31]=[CH:30][CH:29]=[CH:28][C:27]=5[C:21]4=[N:20][C:19]=3[C:36]3[CH:41]=[CH:40][C:39]([O:42]CC4C=CC=CC=4)=[CH:38][CH:37]=3)=[CH:14][CH:13]=2)[CH2:11][CH2:10][CH2:9]1)([CH3:4])([CH3:3])[CH3:2]. The catalyst is C1COCC1.CO.C(Cl)Cl.CO. The product is [OH:42][C:39]1[CH:38]=[CH:37][C:36]([C:19]2[N:20]=[C:21]3[C:27]4[CH:28]=[CH:29][CH:30]=[CH:31][C:26]=4[NH:25][C:24]4[N:32]=[CH:33][CH:34]=[CH:35][C:23]=4[N:22]3[C:18]=2[C:15]2[CH:16]=[CH:17][C:12]([C:8]3([NH:7][C:6](=[O:50])[O:5][C:1]([CH3:3])([CH3:2])[CH3:4])[CH2:9][CH2:10][CH2:11]3)=[CH:13][CH:14]=2)=[CH:41][CH:40]=1. The yield is 0.970.